Task: Predict the reactants needed to synthesize the given product.. Dataset: Full USPTO retrosynthesis dataset with 1.9M reactions from patents (1976-2016) (1) Given the product [NH2:38][C:39]1([C:43]2[CH:44]=[CH:45][C:46]([C:49]3[C:50](=[O:68])[C:51]4[C:56]([O:57][C:58]=3[C:59]3[CH:64]=[CH:63][CH:62]=[CH:61][CH:60]=3)=[C:55]3[NH:65][N:66]=[N:67][C:54]3=[CH:53][CH:52]=4)=[CH:47][CH:48]=2)[CH2:42][CH2:41][CH2:40]1, predict the reactants needed to synthesize it. The reactants are: NC1(C2C=CC(C3C(=O)C4C(OC=3C3C=CC=CC=3)=C3C(=CC=4)NN=C3)=CC=2)CCC1.C(OC(=O)[NH:38][C:39]1([C:43]2[CH:48]=[CH:47][C:46]([C:49]3[C:50](=[O:68])[C:51]4[C:56]([O:57][C:58]=3[C:59]3[CH:64]=[CH:63][CH:62]=[CH:61][CH:60]=3)=[C:55]3[NH:65][N:66]=[N:67][C:54]3=[CH:53][CH:52]=4)=[CH:45][CH:44]=2)[CH2:42][CH2:41][CH2:40]1)(C)(C)C. (2) Given the product [CH2:1]([O:8][N:9]1[C:21]2[C:20]3[CH:19]=[CH:18][CH:17]=[CH:16][C:15]=3[N+:14]([O-:33])=[CH:13][C:12]=2[N:11]=[C:10]1[C:22]1[CH:27]=[CH:26][CH:25]=[CH:24][CH:23]=1)[C:2]1[CH:3]=[CH:4][CH:5]=[CH:6][CH:7]=1, predict the reactants needed to synthesize it. The reactants are: [CH2:1]([O:8][N:9]1[C:21]2[C:20]3[CH:19]=[CH:18][CH:17]=[CH:16][C:15]=3[N:14]=[CH:13][C:12]=2[N:11]=[C:10]1[C:22]1[CH:27]=[CH:26][CH:25]=[CH:24][CH:23]=1)[C:2]1[CH:7]=[CH:6][CH:5]=[CH:4][CH:3]=1.ClC1C=C(C=CC=1)C(OO)=[O:33]. (3) The reactants are: [F:1][C:2]1[CH:3]=[C:4]([CH:27]=[CH:28][CH:29]=1)[CH2:5][O:6][C:7]1[CH:12]=[CH:11][C:10]([C:13]2[S:17][C:16]([CH2:18][NH:19]C(=O)OC(C)(C)C)=[N:15][N:14]=2)=[CH:9][CH:8]=1.Cl. Given the product [F:1][C:2]1[CH:3]=[C:4]([CH:27]=[CH:28][CH:29]=1)[CH2:5][O:6][C:7]1[CH:8]=[CH:9][C:10]([C:13]2[S:17][C:16]([CH2:18][NH2:19])=[N:15][N:14]=2)=[CH:11][CH:12]=1, predict the reactants needed to synthesize it. (4) Given the product [CH2:16]([OH:36])[CH2:17][CH2:18][CH2:19][CH2:20][CH2:21][CH2:22][CH2:23][CH2:24][CH2:25]/[CH:26]=[CH:27]\[CH2:28][CH2:29][CH2:30][CH3:31], predict the reactants needed to synthesize it. The reactants are: C(O)CCCCCCC/C=C\CCCC.[CH2:16]([OH:36])[CH2:17][CH2:18][CH2:19][CH2:20][CH2:21][CH2:22][CH2:23][CH2:24][CH2:25][CH:26]=[CH:27][CH2:28][CH2:29][CH2:30][CH2:31]CCCC.C=CCCCC. (5) Given the product [CH3:26][C:27]1[S:31][C:30]([S:32](=[O:34])(=[O:33])[NH2:35])=[CH:29][C:28]=1[NH:36][C:12]([C:11]1[CH:10]=[N:9][N:8]2[C:3]([CH:2]([F:25])[F:1])=[CH:4][C:5]([C:15]3[CH:20]=[CH:19][C:18]([C:21]([F:23])([F:24])[F:22])=[CH:17][CH:16]=3)=[N:6][C:7]=12)=[O:14], predict the reactants needed to synthesize it. The reactants are: [F:1][CH:2]([F:25])[C:3]1[N:8]2[N:9]=[CH:10][C:11]([C:12]([OH:14])=O)=[C:7]2[N:6]=[C:5]([C:15]2[CH:20]=[CH:19][C:18]([C:21]([F:24])([F:23])[F:22])=[CH:17][CH:16]=2)[CH:4]=1.[CH3:26][C:27]1[S:31][C:30]([S:32]([NH2:35])(=[O:34])=[O:33])=[CH:29][C:28]=1[N+:36]([O-])=O. (6) The reactants are: [CH2:1]([O:8][C:9]1[CH:10]=[C:11]([C:15]2(C3C=CC=CC=3)[N:19]([C:20](Cl)=[O:21])[N:18]=[C:17]3[C:23]4[CH:24]=[C:25]([F:31])[CH:26]=[CH:27][C:28]=4[O:29][CH2:30][CH:16]23)[CH:12]=[CH:13][CH:14]=1)[C:2]1[CH:7]=[CH:6][CH:5]=[CH:4][CH:3]=1.[CH:38]1([NH:41][CH:42]2[CH2:47][CH2:46][N:45]([CH3:48])[CH2:44][CH2:43]2)[CH2:40][CH2:39]1. Given the product [CH:38]1([N:41]([CH:42]2[CH2:43][CH2:44][N:45]([CH3:48])[CH2:46][CH2:47]2)[C:20]([N:19]2[CH:15]([C:11]3[CH:12]=[CH:13][CH:14]=[C:9]([O:8][CH2:1][C:2]4[CH:7]=[CH:6][CH:5]=[CH:4][CH:3]=4)[CH:10]=3)[CH:16]3[CH2:30][O:29][C:28]4[CH:27]=[CH:26][C:25]([F:31])=[CH:24][C:23]=4[C:17]3=[N:18]2)=[O:21])[CH2:40][CH2:39]1, predict the reactants needed to synthesize it.